This data is from Experimentally validated miRNA-target interactions with 360,000+ pairs, plus equal number of negative samples. The task is: Binary Classification. Given a miRNA mature sequence and a target amino acid sequence, predict their likelihood of interaction. (1) The miRNA is hsa-let-7i-5p with sequence UGAGGUAGUAGUUUGUGCUGUU. The protein sequence of the target gene is MWQPRRPWPRVPWRWALALLALVGAGLCHAGPQPGYPARPSARNKNWCAYIVNKNVSCSVLEGSESFIQAQYNCAWNQMPCPSALVYRVNFRPRYVTRYKTVTQLEWRCCPGFRGGDCQEGPKDPVKTLRPTPARPRNSLKKATDNEPSQFSEPRKTLSPTGTAQPSWGVDPKEGPQELQEKKIQVLEEKVLRLTRTVLDLQSSLAGVSENLKHATQDDASRTRAPGLSSQHPKPDTTVSGDTETGQSPGVFNTKESGMKDIKSELAEVKDTLKNKSDKLEELDGKVKGYEGQLRQLQEA.... Result: 1 (interaction). (2) The miRNA is hsa-miR-642a-3p with sequence AGACACAUUUGGAGAGGGAACC. The protein sequence of the target gene is METELSSQDRKDLDKFIKFFALKTVQVIVQARLGEKICTRSSSSPTGSDWFNLAIKDIPEVTHEAKKALSGQLPAVGRSMCVEISLKTSEGDSMELEIWCLEMNEKCDKEIKVSYTVYNRLSLLLKSLLAITRVTPAYRLSRKQGHEYVILYRIYFGEVQLNGLGEGFQTVRVGTVGTPVGTLTLSCAYRINLAFMSTRQFERTPPIMGIIIDHFVDRPYPSSSPMHPCNYRTAEDAGVAYPSVEDSQEVCTTSFSTSPPSQLSSSRLSYQPAVLGLGSADLAYPVVFTAGLNTTHAHQL.... Result: 0 (no interaction). (3) The miRNA is hsa-miR-520c-5p with sequence CUCUAGAGGGAAGCACUUUCUG. The protein sequence of the target gene is MWSLTANEDESTTAHFFLGAGDEGLGTCGIGMRTEESDSELLEDEEDEVPPEPQIIVGICAMTKKSKSKPMTQILERLCRFDYLTVVILGEDVILNEPVENWPSCHCLISFHSKGFPLDKAVAYSKLRNPFLINDLAMQYYIQDRREVYRILQEEGIDLPRYAVLNRDPACPEECSLIEGEDQVEVNGAVFPKPFVEKPVSAEDHNVYIYYPSSAGGGSQRLFRKIGSRSSVYSPESSVRKTGSYIYEEFMPTDGTDVKVYTVGPDYAHAEARKSPALDGKVERDSEGKEVRYPVMLTAM.... Result: 0 (no interaction). (4) The miRNA is hsa-miR-4697-3p with sequence UGUCAGUGACUCCUGCCCCUUGGU. The protein sequence of the target gene is MASAVLPSGSQCAAAAAVAAAAAPPGLRLRLLLLLLSAAALIPTGDGQNLFTKDVTVIEGEVATISCQVNKSDDSVIQLLNPNRQTIYFRDFRPLKDSRFQLLNFSSSELKVSLTNVSISDEGRYFCQLYTDPPQESYTTITVLVPPRNLMIDIQKDTAVEGEEIEVNCTAMASKPATTIRWFKGNKELKGKSEVEEWSDMYTVTSQLMLKVHKEDDGVPVICQVEHPAVTGNLQTQRYLEVQYKPQVHIQMTYPLQGLTREGDAFELTCEAIGKPQPVMVTWVRVDDEMPQHAVLSGPN.... Result: 0 (no interaction). (5) The miRNA is hsa-miR-5684 with sequence AACUCUAGCCUGAGCAACAG. The protein sequence of the target gene is MDTGDTALGQKATSRSGETDKASGRWRQEQSAVIKMSTFGSHEGQRQPQIEPEQIGNTASAQLFGSGKLASPSEVVQQVAEKQYPPHRPSPYSCQHSLSFPQHSLPQGVMHSTKPHQSLEGPPWLFPGPLPSVASEDLFPFPIHGHSGGYPRKKISSLNPAYSQYSQKSIEQAEEAHKKEHKPKKPGKYICPYCSRACAKPSVLKKHIRSHTGERPYPCIPCGFSFKTKSNLYKHRKSHAHAIKAGLVPFTESAVSKLDLEAGFIDVEAEIHSDGEQSTDTDEESSLFAEASDKMSPGPP.... Result: 1 (interaction). (6) The miRNA is ath-miR398a-3p with sequence UGUGUUCUCAGGUCACCCCUU. The protein sequence of the target gene is MTIYQFLRLFVLWACLPHFCCPELTFRRTPGIQQMTAESRAPRSDGKILHRQKRGWMWNQFFLLEEYTGSDYQYVGKLHSDQDKGDGSLKYILSGDGAGTLFIIDEKTGDIHATRRIDREEKAFYTLRAQAINRRTLRPVEPESEFVIKIHDINDNEPTFPEEIYTASVPEMSVVGTSVVQVTATDADDPSYGNSARVIYSILQGQPYFSVEPETGIIRTALPNMNRENKEQYQVVIQAKDMGGQMGGLSGTTTVNITLTDVNDNPPRFPQNTIHLRVLESSPVGTAVGSVKATDADTGK.... Result: 0 (no interaction). (7) The miRNA is hsa-miR-186-3p with sequence GCCCAAAGGUGAAUUUUUUGGG. The protein sequence of the target gene is MCDQTFLVNVFGSCDKCFKQRALRPVFKKSQQLSYCSTCAEIMATEGLHENETLASLKSEAESLKGKLEEERAKLHDVELHQVAERVEALGQFVMKTRRTLKGHGNKVLCMDWCKDKRRIVSSSQDGKVIVWDSFTTNKEHAVTMPCTWVMACAYAPSGCAIACGGLDNKCSVYPLTFDKNENMAAKKKSVAMHTNYLSACSFTNSDMQILTASGDGTCALWDVESGQLLQSFHGHGADVLCLDLAPSETGNTFVSGGCDKKAMVWDMRSGQCVQAFETHESDINSVRYYPSGDAFASGS.... Result: 1 (interaction).